From a dataset of Full USPTO retrosynthesis dataset with 1.9M reactions from patents (1976-2016). Predict the reactants needed to synthesize the given product. Given the product [C:1]1([CH3:17])[CH:6]=[C:5]([CH3:7])[CH:4]=[C:3]([CH3:8])[C:2]=1[C:9]1[C:10]([CH3:16])=[C:11]([CH:13]=[CH:14][CH:15]=1)[NH:12][C:18](=[C:21]1[CH2:26][CH2:25][O:24][C:22]1=[O:23])[CH3:19], predict the reactants needed to synthesize it. The reactants are: [C:1]1([CH3:17])[CH:6]=[C:5]([CH3:7])[CH:4]=[C:3]([CH3:8])[C:2]=1[C:9]1[C:10]([CH3:16])=[C:11]([CH:13]=[CH:14][CH:15]=1)[NH2:12].[C:18]([CH:21]1[CH2:26][CH2:25][O:24][C:22]1=[O:23])(=O)[CH3:19].